Binary Classification. Given a miRNA mature sequence and a target amino acid sequence, predict their likelihood of interaction. From a dataset of Experimentally validated miRNA-target interactions with 360,000+ pairs, plus equal number of negative samples. (1) Result: 0 (no interaction). The protein sequence of the target gene is MDGFYDQQVPFMVPGKSRSEECRGRPVIDRKRKFLDTDLAHDSEELFQDLSQLQEAWLAEAQVPDDEQFVPDFQSDNLVLHAPPPTKIKRELHSPSSELSSCSHEQALGANYGEKCLYNYCAYDRKPPSGFKPLTPPTTPLSPTHQNPLFPPPQATLPTSGHAPAAGPVQGVGPAPAPHSLPEPGPQQQTFAVPRPPHQPLQMPKMMPENQYPSEQRFQRQLSEPCHPFPPQPGVPGDNRPSYHRQMSEPIVPAAPPPPQGFKQEYHDPLYEHGVPGMPGPPAHGFQSPMGIKQEPRDYC.... The miRNA is mmu-miR-7054-5p with sequence UAGGAAGGUGGUUGGGCUGAGUACU. (2) The miRNA is hsa-miR-3679-5p with sequence UGAGGAUAUGGCAGGGAAGGGGA. The protein sequence of the target gene is MEPQAEERTLGEPAPPPSGALASPTPDEEERTEGGAPPTATPAGASGDSTSADGLWGLPVEHAERRPECGRCSRPQKVCLCPYLPVRPLQISTHLYIIQHPAEESRVLRTVPLLAACLPPDRCTVKIGRRFSEERDVELATVCRDSGTLILYPGAEATNLEEFILDSPVYPSTIILIDGTWSQAKDIFYKNSLFRLPKQVQLKTSVCSQYVIRMQPTNRCLSTLECAAVALSILEKNNCIQETLLRPLQALCSFQLQHGAQIRLSKEYLLRNGLYPKPMPKNKRKLRKMELLMNSVKI. Result: 0 (no interaction). (3) The miRNA is hsa-miR-15a-5p with sequence UAGCAGCACAUAAUGGUUUGUG. The protein sequence of the target gene is MKKGIRYETSRKTSYIFQQPQHGPWQTRMRKISNHGSLRVAKVAYPLGLCVGVFIYVAYIKWHRATATQAFFSITRAAPGARWGQQAHSPLGTAADGHEVFYGIMFDAGSTGTRVHVFQFTRPPRETPTLTHETFKALKPGLSAYADDVEKSAQGIRELLDVAKQDIPFDFWKATPLVLKATAGLRLLPGEKAQKLLQKVKKVFKASPFLVGDDCVSIMNGTDEGVSAWITINFLTGSLKTPGGSSVGMLDLGGGSTQIAFLPRVEGTLQASPPGYLTALRMFNRTYKLYSYSYLGLGLM.... Result: 1 (interaction). (4) The miRNA is mmu-miR-5129-5p with sequence AUGUGGGGGCAUUGGUAUUUUC. The protein sequence of the target gene is MELDDFDPEDKEILSWDINDVKLPQNVKTTDWFQEWPDSYVKHIYSSDDRNAQRHLSSWAMRNTNNHNSRILKKSCLGVVVCSRDCSTEEGRKIYLRPAICDKARQKQQRKSCPNCNGPLKLIPCRGHGGFPVTNFWRHDGRFIFFQSKGEHDHPRPETKLEAEARRAMKKVHMASASNSLRMKGRPAAKALPAEIPSQGSLPLTWSFQEGVQLPGTYSTPLIANAPQQNSLNDCLSFPKSYDLGGSTELEDPTSTLDSMKFYERCKFSSSRIYGSEEQFQPPVPGTYGDYEDLQTWNKN.... Result: 1 (interaction). (5) The miRNA is hsa-miR-3622a-3p with sequence UCACCUGACCUCCCAUGCCUGU. The protein sequence of the target gene is MALLCGLGQVTLRLWVPLPFQSENRIGFLAAGAFLRSGGMEALTTQLGPGREGSSSPNSKQELQPYSGSSALKPNQVGETSLYGVPIVSLVIDGQERLCLAQISNTLLKNYSYNEIHNRRVALGITCVQCTPVQLEILRRAGAMPISSRRCGMITKREAERLCKSFLGEHKPPKLPENFAFDVVHECAWGSRGSFIPARYNSSRAKCIKCGYCSMYFSPNKFIFHSHRTPDAKYTQPDAANFNSWRRHLKLSDKSATDELSHAWEDVKAMFNGGTRKRTFSLQGGGGGGANSGSGGAGKG.... Result: 0 (no interaction). (6) The miRNA is hsa-miR-3169 with sequence UAGGACUGUGCUUGGCACAUAG. The protein sequence of the target gene is MSPAAAAADGGERRRPPLGGREGRSRARGYGGPAGAAALGLALLGLALYLVPAAAALAWLAVGASAAWWGLSREPRGPRALSSFVRDARRHPRPALTASPPPAKSPVNGSLCEPRSPLGGPDPAELLLMGSYLGKPGPPEPALRQDPRERPGRRPPARSPPPASAVQRVHHVYPALPTPLLRPSRRPPHRDCGPLSSRFVITPRRRYPIQQAQYSLLGALPTVCWNGGHKKAVLSPRNSRMVCSPVTVRIAPPDSKLFRSSMSEQILDTTLSSPSSNAPDPCAKETVLNALKEKKKRTVA.... Result: 0 (no interaction). (7) The miRNA is cel-miR-62 with sequence UGAUAUGUAAUCUAGCUUACAG. Result: 0 (no interaction). The protein sequence of the target gene is MTSMTQSLREVIKAMTKARNFERVLGKITLVSAAPGKVICEMKVEEEHTNAIGTLHGGLTATLVDNISTMALLCTERGAPGVSVDMNITYMSPAKLGEDIVITAHVLKQGKTLAFTSVDLTNKATGKLIAQGRHTKHLGN.